From a dataset of Full USPTO retrosynthesis dataset with 1.9M reactions from patents (1976-2016). Predict the reactants needed to synthesize the given product. (1) Given the product [F:11][C:12]1[CH:13]=[CH:14][C:15]([NH:18][NH:19][C:7]([C@:3]2([CH3:10])[CH2:4][CH2:5][CH2:6][N:2]2[CH3:1])=[O:9])=[N:16][CH:17]=1, predict the reactants needed to synthesize it. The reactants are: [CH3:1][N:2]1[CH2:6][CH2:5][CH2:4][C@@:3]1([CH3:10])[C:7]([OH:9])=O.[F:11][C:12]1[CH:13]=[CH:14][C:15]([NH:18][NH2:19])=[N:16][CH:17]=1.CCN(CC)CC.C1C=CC2N(O)N=NC=2C=1.O.CCN=C=NCCCN(C)C.Cl. (2) Given the product [CH:2]1([CH2:5][C:6]2([C:12]#[N:13])[CH2:7][CH2:8][N:9]([S:25]([CH2:23][CH3:24])(=[O:27])=[O:26])[CH2:10][CH2:11]2)[CH2:4][CH2:3]1, predict the reactants needed to synthesize it. The reactants are: Cl.[CH:2]1([CH2:5][C:6]2([C:12]#[N:13])[CH2:11][CH2:10][NH:9][CH2:8][CH2:7]2)[CH2:4][CH2:3]1.CCN(C(C)C)C(C)C.[CH2:23]([S:25](Cl)(=[O:27])=[O:26])[CH3:24]. (3) Given the product [CH2:14]([N:21]1[CH2:26][CH2:25][CH:24]([CH2:27][CH:28]([C:10]2[S:11][CH:12]=[CH:13][C:9]=2[Cl:8])[OH:29])[CH2:23][CH2:22]1)[C:15]1[CH:20]=[CH:19][CH:18]=[CH:17][CH:16]=1, predict the reactants needed to synthesize it. The reactants are: C(NC(C)C)(C)C.[Cl:8][C:9]1[CH:13]=[CH:12][S:11][CH:10]=1.[CH2:14]([N:21]1[CH2:26][CH2:25][CH:24]([CH2:27][CH:28]=[O:29])[CH2:23][CH2:22]1)[C:15]1[CH:20]=[CH:19][CH:18]=[CH:17][CH:16]=1.[Cl-].[NH4+].